Dataset: Forward reaction prediction with 1.9M reactions from USPTO patents (1976-2016). Task: Predict the product of the given reaction. (1) Given the reactants [CH2:1]([O:5][CH2:6][CH2:7][O:8][C:9]1[CH:14]=[CH:13][C:12]([C:15]2[CH:20]=[CH:19][C:18]([N:21]([CH2:25][CH:26]([CH3:28])[CH3:27])[CH2:22][CH2:23][CH3:24])=[C:17](/[CH:29]=[CH:30]/[C:31]([O:33]CC)=[O:32])[CH:16]=2)=[CH:11][CH:10]=1)[CH2:2][CH2:3][CH3:4].[OH-].[Na+].Cl, predict the reaction product. The product is: [CH2:1]([O:5][CH2:6][CH2:7][O:8][C:9]1[CH:14]=[CH:13][C:12]([C:15]2[CH:20]=[CH:19][C:18]([N:21]([CH2:25][CH:26]([CH3:27])[CH3:28])[CH2:22][CH2:23][CH3:24])=[C:17](/[CH:29]=[CH:30]/[C:31]([OH:33])=[O:32])[CH:16]=2)=[CH:11][CH:10]=1)[CH2:2][CH2:3][CH3:4]. (2) Given the reactants C1(C(C2C=CC=CC=2)[N:8]2[C:28]3[C:23](=[CH:24][CH:25]=[CH:26][CH:27]=3)[C:10]3([CH2:14][O:13][C:12]4[CH:15]=[C:16]5[C:21](=[CH:22][C:11]3=4)[CH2:20][CH2:19][CH2:18][CH2:17]5)[C:9]2=[O:29])C=CC=CC=1.C1(C(C2C=CC=CC=2)N2C3C(=CC=CC=3)C3(C4C=C(C)C(OC)=CC=4OC3)C2=O)C=CC=CC=1, predict the reaction product. The product is: [O:13]1[CH2:14][C:10]2([C:23]3[C:28](=[CH:27][CH:26]=[CH:25][CH:24]=3)[NH:8][C:9]2=[O:29])[C:11]2[CH:22]=[C:21]3[C:16](=[CH:15][C:12]1=2)[CH2:17][CH2:18][CH2:19][CH2:20]3. (3) Given the reactants [CH3:1][O:2][C:3]([CH:5]1[C:18]2[CH:17]=[CH:16][CH:15]=[CH:14][C:13]=2[O:12][C:11]2[C:6]1=[CH:7][CH:8]=[CH:9][CH:10]=2)=[O:4].[CH:19](NC(C)C)(C)C.[Li].CI, predict the reaction product. The product is: [CH3:1][O:2][C:3]([C:5]1([CH3:19])[C:6]2[CH:7]=[CH:8][CH:9]=[CH:10][C:11]=2[O:12][C:13]2[C:18]1=[CH:17][CH:16]=[CH:15][CH:14]=2)=[O:4]. (4) Given the reactants [OH:1][NH:2][C:3](=[NH:20])[C:4]1[CH:5]=[C:6]2[C:10](=[CH:11][CH:12]=1)[N:9]([CH2:13][CH2:14][C:15]([O:17][CH2:18][CH3:19])=[O:16])[N:8]=[CH:7]2.[Cl:21][C:22]1[CH:23]=[C:24]([CH:28]=[CH:29][C:30]=1[O:31][CH2:32][CH3:33])[C:25](O)=O.CCN=C=NCCCN(C)C.C1C=CC2N(O)N=NC=2C=1, predict the reaction product. The product is: [Cl:21][C:22]1[CH:23]=[C:24]([C:25]2[O:1][N:2]=[C:3]([C:4]3[CH:5]=[C:6]4[C:10](=[CH:11][CH:12]=3)[N:9]([CH2:13][CH2:14][C:15]([O:17][CH2:18][CH3:19])=[O:16])[N:8]=[CH:7]4)[N:20]=2)[CH:28]=[CH:29][C:30]=1[O:31][CH2:32][CH3:33].